Dataset: Forward reaction prediction with 1.9M reactions from USPTO patents (1976-2016). Task: Predict the product of the given reaction. (1) Given the reactants [F:1][CH:2]([F:13])[O:3][C:4]1[CH:5]=[C:6]([C:10](=O)[CH3:11])[CH:7]=[CH:8][CH:9]=1.[NH2:14][C:15]1[S:16]/[C:17](=[CH:21]\[C:22]2[CH:27]=[C:26]([O:28][CH3:29])[C:25]([OH:30])=[C:24]([Cl:31])[CH:23]=2)/[C:18](=[O:20])[N:19]=1, predict the reaction product. The product is: [Cl:31][C:24]1[CH:23]=[C:22](/[CH:21]=[C:17]2/[C:18](=[O:20])[N:19]3[CH:11]=[C:10]([C:6]4[CH:7]=[CH:8][CH:9]=[C:4]([O:3][CH:2]([F:13])[F:1])[CH:5]=4)[N:14]=[C:15]3[S:16]/2)[CH:27]=[C:26]([O:28][CH3:29])[C:25]=1[OH:30]. (2) Given the reactants [NH2:1][C:2]1[CH:20]=[CH:19][CH:18]=[CH:17][C:3]=1[C:4]([NH:6][C:7]1[CH:12]=[CH:11][C:10]([CH:13]([CH2:15][CH3:16])[CH3:14])=[CH:9][CH:8]=1)=[O:5].[OH:21][C:22]1[CH:29]=[CH:28][C:25]([CH:26]=O)=[CH:24][CH:23]=1.II.[OH-].[K+], predict the reaction product. The product is: [CH:13]([C:10]1[CH:11]=[CH:12][C:7]([N:6]2[C:4](=[O:5])[C:3]3[C:2](=[CH:20][CH:19]=[CH:18][CH:17]=3)[N:1]=[C:26]2[C:25]2[CH:28]=[CH:29][C:22]([OH:21])=[CH:23][CH:24]=2)=[CH:8][CH:9]=1)([CH2:15][CH3:16])[CH3:14]. (3) Given the reactants C([O:3][C:4](=[O:39])[CH:5]([C:7]1[CH:8]=[C:9]([C:15]2[CH:20]=[CH:19][C:18]([C:21]([F:24])([F:23])[F:22])=[CH:17][C:16]=2[CH2:25][N:26]2[C@@H:30]([CH3:31])[C@@H:29]([C:32]3[CH:37]=[CH:36][CH:35]=[CH:34][CH:33]=3)[O:28][C:27]2=[O:38])[C:10]([O:13][CH3:14])=[CH:11][CH:12]=1)[CH3:6])C.[OH-].[Li+], predict the reaction product. The product is: [CH3:14][O:13][C:10]1[C:9]([C:15]2[CH:20]=[CH:19][C:18]([C:21]([F:23])([F:22])[F:24])=[CH:17][C:16]=2[CH2:25][N:26]2[C@@H:30]([CH3:31])[C@@H:29]([C:32]3[CH:33]=[CH:34][CH:35]=[CH:36][CH:37]=3)[O:28][C:27]2=[O:38])=[CH:8][C:7]([CH:5]([CH3:6])[C:4]([OH:39])=[O:3])=[CH:12][CH:11]=1.